From a dataset of Forward reaction prediction with 1.9M reactions from USPTO patents (1976-2016). Predict the product of the given reaction. (1) Given the reactants [CH3:1][O:2][C:3]([C:5]1[CH:10]=[C:9]([Br:11])[C:8](=[O:12])[N:7]([CH2:13][CH:14]([CH2:17][CH3:18])[CH2:15][CH3:16])[C:6]=1[CH3:19])=[O:4].[Br:20]N1C(=O)CCC1=O.C(OOC(=O)C1C=CC=CC=1)(=O)C1C=CC=CC=1, predict the reaction product. The product is: [CH3:1][O:2][C:3]([C:5]1[CH:10]=[C:9]([Br:11])[C:8](=[O:12])[N:7]([CH2:13][CH:14]([CH2:17][CH3:18])[CH2:15][CH3:16])[C:6]=1[CH2:19][Br:20])=[O:4]. (2) The product is: [O:1]=[C:2]1[CH2:3][CH:4]2[CH:9]([C:10]3[NH:23][C:16]4[C:17](=[O:22])[N:18]([CH2:28][CH2:27][CH3:29])[C:19](=[O:21])[N:20]([CH2:35][CH2:36][CH3:37])[C:15]=4[N:14]=3)[CH:7]([CH2:6][CH2:5]2)[CH2:8]1. Given the reactants [O:1]=[C:2]1[CH2:8][CH:7]2[CH:9]([C:10](O)=O)[CH:4]([CH2:5][CH2:6]2)[CH2:3]1.Cl.[NH2:14][C:15]1[NH:20][C:19](=[O:21])[NH:18][C:17](=[O:22])[C:16]=1[NH2:23].CCN(C(C)C)[CH:27]([CH3:29])[CH3:28].[OH-].[K+].[CH3:35][CH:36](O)[CH3:37], predict the reaction product.